From a dataset of Full USPTO retrosynthesis dataset with 1.9M reactions from patents (1976-2016). Predict the reactants needed to synthesize the given product. Given the product [C:1]([C:3]1[CH:25]=[CH:24][CH:23]=[C:22]([CH2:26][OH:27])[C:4]=1[CH2:5][N:6]1[C:14]2[C:9](=[CH:10][CH:11]=[C:12]([C:15]([F:20])([F:19])[C:16]([O-:18])=[O:17])[CH:13]=2)[C:8]([CH3:21])=[N:7]1)#[N:2].[K+:29], predict the reactants needed to synthesize it. The reactants are: [C:1]([C:3]1[CH:25]=[CH:24][CH:23]=[C:22]([CH2:26][OH:27])[C:4]=1[CH2:5][N:6]1[C:14]2[C:9](=[CH:10][CH:11]=[C:12]([C:15]([F:20])([F:19])[C:16]([OH:18])=[O:17])[CH:13]=2)[C:8]([CH3:21])=[N:7]1)#[N:2].[OH-].[K+:29].